This data is from KCNQ2 potassium channel screen with 302,405 compounds. The task is: Binary Classification. Given a drug SMILES string, predict its activity (active/inactive) in a high-throughput screening assay against a specified biological target. (1) The drug is s1c(nnc1N)c1ccc(C(C)C)cc1. The result is 0 (inactive). (2) The molecule is O=C1N2C3C(CC2)c2c([nH]c4c2cc(cc4)C(C)C)CC3CCC1. The result is 0 (inactive). (3) The drug is S(CCCCCCC)c1[nH]c(N)cc(=O)n1. The result is 0 (inactive). (4) The compound is O1C(CC2(OC(=O)NC2)CC1)(C)C. The result is 0 (inactive). (5) The drug is O=c1n(c2c(n1\N=C\c1ccccc1)cccc2)C. The result is 0 (inactive). (6) The result is 0 (inactive). The compound is S(=O)(=O)(Nc1c2c(c(O)cc1)cccc2)c1sccc1.